From a dataset of Catalyst prediction with 721,799 reactions and 888 catalyst types from USPTO. Predict which catalyst facilitates the given reaction. (1) Reactant: [CH3:1][O:2][C:3]([CH:5]1[CH2:9][C:8]([CH3:11])([CH3:10])[CH2:7][C:6]1=[O:12])=[O:4].CCN(C(C)C)C(C)C.[F:22][C:23]([F:36])([F:35])[S:24](O[S:24]([C:23]([F:36])([F:35])[F:22])(=[O:26])=[O:25])(=[O:26])=[O:25].O. Product: [CH3:1][O:2][C:3]([C:5]1[CH2:9][C:8]([CH3:10])([CH3:11])[CH2:7][C:6]=1[O:12][S:24]([C:23]([F:36])([F:35])[F:22])(=[O:26])=[O:25])=[O:4]. The catalyst class is: 2. (2) The catalyst class is: 3. Reactant: [F:1][C:2]1[CH:3]=[C:4]([C:12]2[C:13]3[CH2:20][CH2:19][CH:18]([OH:21])[C:14]=3[CH:15]=[N:16][CH:17]=2)[CH:5]=[CH:6][C:7]=1[C:8]([F:11])([F:10])[F:9].C(N(CC)C(C)C)(C)C.[C:31](Cl)(=[O:34])[CH2:32][CH3:33].[OH-].[Na+]. Product: [F:1][C:2]1[CH:3]=[C:4]([C:12]2[C:13]3[CH2:20][CH2:19][CH:18]([O:21][C:31](=[O:34])[CH2:32][CH3:33])[C:14]=3[CH:15]=[N:16][CH:17]=2)[CH:5]=[CH:6][C:7]=1[C:8]([F:11])([F:10])[F:9].